This data is from Peptide-MHC class I binding affinity with 185,985 pairs from IEDB/IMGT. The task is: Regression. Given a peptide amino acid sequence and an MHC pseudo amino acid sequence, predict their binding affinity value. This is MHC class I binding data. (1) The peptide sequence is CVADYSVLY. The MHC is HLA-A01:01 with pseudo-sequence HLA-A01:01. The binding affinity (normalized) is 0.760. (2) The binding affinity (normalized) is 0.337. The MHC is HLA-B40:01 with pseudo-sequence HLA-B40:01. The peptide sequence is IEVALRTLLL. (3) The peptide sequence is WTLVVLLI. The MHC is HLA-B40:02 with pseudo-sequence HLA-B40:02. The binding affinity (normalized) is 0.00514. (4) The peptide sequence is YMPSVVETL. The MHC is HLA-A24:02 with pseudo-sequence HLA-A24:02. The binding affinity (normalized) is 0.360. (5) The peptide sequence is MACHRVLTY. The MHC is HLA-A26:01 with pseudo-sequence HLA-A26:01. The binding affinity (normalized) is 0.0847. (6) The peptide sequence is ALALEEKRRL. The MHC is HLA-A68:02 with pseudo-sequence HLA-A68:02. The binding affinity (normalized) is 0.